From a dataset of Forward reaction prediction with 1.9M reactions from USPTO patents (1976-2016). Predict the product of the given reaction. Given the reactants [NH:1]1[CH:5]=[CH:4][CH:3]=[CH:2]1.[Li]CCCC.[S:11](Cl)([C:14]1[CH:20]=[CH:19][C:17]([CH3:18])=[CH:16][CH:15]=1)(=[O:13])=[O:12], predict the reaction product. The product is: [S:11]([N:1]1[CH:5]=[CH:4][CH:3]=[CH:2]1)([C:14]1[CH:20]=[CH:19][C:17]([CH3:18])=[CH:16][CH:15]=1)(=[O:13])=[O:12].